Dataset: Forward reaction prediction with 1.9M reactions from USPTO patents (1976-2016). Task: Predict the product of the given reaction. Given the reactants [CH3:1][O:2][CH:3]1[CH2:8][CH2:7][N:6]([C:9]2[N:14]=[C:13]([NH:15][C:16]3[N:21]=[CH:20][C:19]4[CH:22]=[CH:23][N:24]([CH2:25][C:26]([CH3:31])([CH3:30])[C:27](O)=[O:28])[C:18]=4[CH:17]=3)[CH:12]=[CH:11][N:10]=2)[CH2:5][CH2:4]1.[NH4+].[Cl-].CC[N:36](C(C)C)C(C)C.CN(C(ON1N=NC2C=CC=NC1=2)=[N+](C)C)C.F[P-](F)(F)(F)(F)F, predict the reaction product. The product is: [CH3:1][O:2][CH:3]1[CH2:4][CH2:5][N:6]([C:9]2[N:14]=[C:13]([NH:15][C:16]3[N:21]=[CH:20][C:19]4[CH:22]=[CH:23][N:24]([CH2:25][C:26]([CH3:31])([CH3:30])[C:27]([NH2:36])=[O:28])[C:18]=4[CH:17]=3)[CH:12]=[CH:11][N:10]=2)[CH2:7][CH2:8]1.